Dataset: Catalyst prediction with 721,799 reactions and 888 catalyst types from USPTO. Task: Predict which catalyst facilitates the given reaction. Reactant: [N:1]1[N:2]([C:10]2[CH:15]=[C:14]([C:16]([CH3:19])([CH3:18])[CH3:17])[CH:13]=[C:12]([C:20]([CH3:23])([CH3:22])[CH3:21])[C:11]=2[OH:24])[N:3]=[C:4]2[CH:9]=[CH:8][CH:7]=[CH:6][C:5]=12.[OH-].[Na+].[BrH:27].[Br:28]Br. Product: [C:20]([C:12]1[CH:13]=[C:14]([C:16]([CH3:17])([CH3:18])[CH3:19])[CH:15]=[C:10]([N:2]2[N:3]=[C:4]3[C:9]([Br:28])=[CH:8][CH:7]=[C:6]([Br:27])[C:5]3=[N:1]2)[C:11]=1[OH:24])([CH3:23])([CH3:22])[CH3:21]. The catalyst class is: 95.